This data is from Full USPTO retrosynthesis dataset with 1.9M reactions from patents (1976-2016). The task is: Predict the reactants needed to synthesize the given product. (1) Given the product [C:29]1([CH:7]([C:1]2[CH:6]=[CH:5][CH:4]=[CH:3][CH:2]=2)[N:8]2[C:16]3[C:11](=[CH:12][CH:13]=[CH:14][CH:15]=3)[CH:10]([C:17]3[CH:22]=[C:21]([CH3:23])[C:20]([O:24][CH3:25])=[CH:19][C:18]=3[OH:26])[C:9]2=[O:28])[CH:30]=[CH:31][CH:32]=[CH:33][CH:34]=1, predict the reactants needed to synthesize it. The reactants are: [C:1]1([CH:7]([C:29]2[CH:34]=[CH:33][CH:32]=[CH:31][CH:30]=2)[N:8]2[C:16]3[C:11](=[CH:12][CH:13]=[CH:14][CH:15]=3)[C:10](O)([C:17]3[CH:22]=[C:21]([CH3:23])[C:20]([O:24][CH3:25])=[CH:19][C:18]=3[OH:26])[C:9]2=[O:28])[CH:6]=[CH:5][CH:4]=[CH:3][CH:2]=1.C([SiH](CC)CC)C.FC(F)(F)C(O)=O. (2) Given the product [CH2:1]([N:3]([C:15]1[CH:26]=[C:25]2[C:27]3[CH:21]([CH2:22][CH2:23][CH2:24]2)[CH2:20][CH2:19][CH2:18][C:17]=3[CH:16]=1)[C:4]1[CH:5]=[CH:6][C:7]([C:8]([OH:10])=[O:9])=[CH:13][CH:14]=1)[CH3:2], predict the reactants needed to synthesize it. The reactants are: [CH2:1]([N:3]([C:15]1[CH:26]=[C:25]2[C:27]3[CH:21]([CH2:22][CH2:23][CH2:24]2)[CH2:20][CH2:19][CH2:18][C:17]=3[CH:16]=1)[C:4]1[CH:14]=[CH:13][C:7]([C:8]([O:10]CC)=[O:9])=[CH:6][CH:5]=1)[CH3:2].[OH-].[Na+].Cl. (3) Given the product [Cl:12][C:4]1[N:3]=[C:2]([NH:25][CH2:24][C:23]2[CH:26]=[CH:27][C:20]([O:19][CH3:18])=[CH:21][CH:22]=2)[C:7]([C:8]([O:10][CH3:11])=[O:9])=[CH:6][CH:5]=1, predict the reactants needed to synthesize it. The reactants are: Cl[C:2]1[C:7]([C:8]([O:10][CH3:11])=[O:9])=[CH:6][CH:5]=[C:4]([Cl:12])[N:3]=1.C(=O)([O-])O.[Na+].[CH3:18][O:19][C:20]1[CH:27]=[CH:26][C:23]([CH2:24][NH2:25])=[CH:22][CH:21]=1. (4) Given the product [CH2:20]([O:25][C:3]1[C:2]([F:1])=[C:14]([F:15])[C:13]2[C:12]3[C:7](=[CH:8][CH:9]=[C:10]([CH2:16][CH2:17][CH3:18])[CH:11]=3)[CH2:6][C:5]=2[CH:4]=1)[CH2:21][CH2:22][CH3:23], predict the reactants needed to synthesize it. The reactants are: [F:1][C:2]1[CH:3]=[CH:4][C:5]2[CH2:6][C:7]3[C:12]([C:13]=2[C:14]=1[F:15])=[CH:11][C:10]([CH2:16][CH2:17][CH3:18])=[CH:9][CH:8]=3.[Li][CH2:20][CH2:21][CH2:22][CH3:23].B(OC)(OC)[O:25]C. (5) Given the product [C:13]1([C@H:23]([NH:25][CH2:9][C:8]2[CH:11]=[CH:12][C:5]([C:4]#[C:3][CH2:2][OH:1])=[CH:6][CH:7]=2)[CH3:24])[C:22]2[C:17](=[CH:18][CH:19]=[CH:20][CH:21]=2)[CH:16]=[CH:15][CH:14]=1, predict the reactants needed to synthesize it. The reactants are: [OH:1][CH2:2][C:3]#[C:4][C:5]1[CH:12]=[CH:11][C:8]([CH:9]=O)=[CH:7][CH:6]=1.[C:13]1([C@H:23]([NH2:25])[CH3:24])[C:22]2[C:17](=[CH:18][CH:19]=[CH:20][CH:21]=2)[CH:16]=[CH:15][CH:14]=1.